Dataset: Forward reaction prediction with 1.9M reactions from USPTO patents (1976-2016). Task: Predict the product of the given reaction. Given the reactants C([NH:8][C:9]1[CH:10]=[C:11]2[C:17]([C:18]3[CH:19]=[C:20]([NH:24][C@H:25]([C:29]([NH:31][CH2:32][C:33]([F:36])([F:35])[F:34])=[O:30])[CH:26]([CH3:28])[CH3:27])[CH:21]=[N:22][CH:23]=3)=[CH:16][N:15]([CH2:37][O:38][CH2:39][CH2:40][Si:41]([CH3:44])([CH3:43])[CH3:42])[C:12]2=[N:13][CH:14]=1)C1C=CC=CC=1, predict the reaction product. The product is: [NH2:8][C:9]1[CH:10]=[C:11]2[C:17]([C:18]3[CH:19]=[C:20]([NH:24][C@H:25]([C:29]([NH:31][CH2:32][C:33]([F:36])([F:35])[F:34])=[O:30])[CH:26]([CH3:28])[CH3:27])[CH:21]=[N:22][CH:23]=3)=[CH:16][N:15]([CH2:37][O:38][CH2:39][CH2:40][Si:41]([CH3:44])([CH3:43])[CH3:42])[C:12]2=[N:13][CH:14]=1.